This data is from Full USPTO retrosynthesis dataset with 1.9M reactions from patents (1976-2016). The task is: Predict the reactants needed to synthesize the given product. (1) Given the product [NH:10]1[CH:14]=[CH:13][N:12]=[C:11]1[CH2:15][N:1]1[C:9]2[C:4](=[CH:5][CH:6]=[CH:7][CH:8]=2)[CH2:3][CH2:2]1, predict the reactants needed to synthesize it. The reactants are: [NH:1]1[C:9]2[C:4](=[CH:5][CH:6]=[CH:7][CH:8]=2)[CH2:3][CH2:2]1.[NH:10]1[CH:14]=[CH:13][N:12]=[C:11]1[CH:15]=O.C([BH3-])#N.[Na+].C(N(CC)CC)C. (2) Given the product [Cl:1][C:2]1[CH:3]=[C:4]2[C:13](=[CH:14][N:15]=1)[C:12]1[N:8]([CH:9]=[C:10]([C:16]3[N:26]([CH:23]([CH3:25])[CH3:24])[N:20]=[CH:19][N:18]=3)[N:11]=1)[CH2:7][CH2:6][O:5]2, predict the reactants needed to synthesize it. The reactants are: [Cl:1][C:2]1[CH:3]=[C:4]2[C:13](=[CH:14][N:15]=1)[C:12]1[N:8]([CH:9]=[C:10]([C:16](/[N:18]=[CH:19]/[N:20](C)C)=O)[N:11]=1)[CH2:7][CH2:6][O:5]2.[CH:23]([NH:26]N)([CH3:25])[CH3:24].